Dataset: Reaction yield outcomes from USPTO patents with 853,638 reactions. Task: Predict the reaction yield, written as a fraction of the theoretical maximum amount of product (1.0 means a 100% yield; for example, 0.34 means a 34% yield). (1) The reactants are [C:1](Cl)(=[O:9])[CH2:2][CH2:3][CH2:4][CH2:5][CH2:6][CH2:7][CH3:8].[SH:11][CH2:12][CH2:13][CH2:14][SiH2:15][CH:16]([O:19][CH3:20])[O:17][CH3:18].C(N(CC)CC)C. The catalyst is C1CCCCC1. The product is [C:1]([S:11][CH2:12][CH2:13][CH2:14][SiH2:15][CH:16]([O:19][CH3:20])[O:17][CH3:18])(=[O:9])[CH2:2][CH2:3][CH2:4][CH2:5][CH2:6][CH2:7][CH3:8]. The yield is 0.960. (2) The reactants are C([Li])CCC.[OH:6][CH2:7][CH2:8][C:9]#[N:10].[C:11]12([CH2:22][C:21](=[O:23])[O:20][C:18](=[O:19])[CH2:17]1)[CH2:16][CH2:15][CH2:14][CH2:13][CH2:12]2. The catalyst is C1COCC1. The product is [C:9]([CH2:8][CH2:7][O:6][C:21]([CH2:22][C:11]1([CH2:17][C:18]([OH:20])=[O:19])[CH2:16][CH2:15][CH2:14][CH2:13][CH2:12]1)=[O:23])#[N:10]. The yield is 0.950. (3) The reactants are [C:1]([C:5]1[CH:9]=[C:8]([N:10]=[C:11]=[O:12])[N:7]([C:13]2[CH:18]=[CH:17][CH:16]=[CH:15][CH:14]=2)[N:6]=1)([CH3:4])([CH3:3])[CH3:2].[NH2:19][C:20]1[CH:36]=[CH:35][C:23]([O:24][C:25]2[CH:30]=[CH:29][N:28]=[C:27]([NH2:31])[C:26]=2[N+:32]([O-:34])=[O:33])=[CH:22][C:21]=1[F:37]. No catalyst specified. The product is [NH2:31][C:27]1[C:26]([N+:32]([O-:34])=[O:33])=[C:25]([O:24][C:23]2[CH:35]=[CH:36][C:20]([NH:19][C:11]([NH:10][C:8]3[N:7]([C:13]4[CH:18]=[CH:17][CH:16]=[CH:15][CH:14]=4)[N:6]=[C:5]([C:1]([CH3:4])([CH3:2])[CH3:3])[CH:9]=3)=[O:12])=[C:21]([F:37])[CH:22]=2)[CH:30]=[CH:29][N:28]=1. The yield is 1.00.